This data is from Full USPTO retrosynthesis dataset with 1.9M reactions from patents (1976-2016). The task is: Predict the reactants needed to synthesize the given product. Given the product [NH2:7][C:6]([CH3:17])([CH2:5][N:35]1[CH:34]=[C:32]2[N:33]=[C:28]([Br:27])[C:29]([Br:37])=[CH:30][C:31]2=[N:36]1)[C:8]#[N:9].[Br:1][C:2]1[C:3]([Br:15])=[CH:4][C:5]2[C:6](=[CH:8][N:9]([CH2:11][C:12](=[O:14])[CH3:13])[N:10]=2)[N:7]=1.[Br:1][C:2]1[N:7]=[C:6]2[CH:8]=[N:9][NH:10][C:5]2=[CH:4][C:3]=1[Br:15].[NH2:38][C:39]1[C:40]([CH3:47])=[N:41][C:42]([Br:46])=[C:43]([Br:45])[CH:44]=1, predict the reactants needed to synthesize it. The reactants are: [Br:1][C:2]1[C:3]([Br:15])=[CH:4][C:5]2[C:6](=[CH:8][N:9]([CH2:11][C:12](=[O:14])[CH3:13])[N:10]=2)[N:7]=1.Cl[CH2:17]C(=O)C.C(=O)([O-])[O-].[K+].[K+].[Br:27][C:28]1[N:33]=[C:32]2[CH:34]=[N:35][NH:36][C:31]2=[CH:30][C:29]=1[Br:37].[NH2:38][C:39]1[C:40]([CH3:47])=[N:41][C:42]([Br:46])=[C:43]([Br:45])[CH:44]=1.NC1C(C)=NC=C(Br)C=1.BrN1C(=O)CCC1=O.